Task: Predict the reactants needed to synthesize the given product.. Dataset: Full USPTO retrosynthesis dataset with 1.9M reactions from patents (1976-2016) (1) Given the product [C:51]([O:50][C:47](=[O:49])[CH2:48][C:12]([C:10]1[N:11]=[C:7]([N:5]2[CH:6]=[C:2]([CH3:1])[N:3]=[CH:4]2)[S:8][CH:9]=1)=[O:14])([CH3:54])([CH3:53])[CH3:52], predict the reactants needed to synthesize it. The reactants are: [CH3:1][C:2]1[N:3]=[CH:4][N:5]([C:7]2[S:8][CH:9]=[C:10]([C:12]([O:14]CC)=O)[N:11]=2)[CH:6]=1.NC1SC=C(C(OCC)=O)N=1.[H-].[Na+].N(C(C)C(OC)OC)=C=S.OS(O)(=O)=O.OO.[C:47]([O:50][C:51]([CH3:54])([CH3:53])[CH3:52])(=[O:49])[CH3:48].[Li]. (2) The reactants are: [N:1]12[CH2:8][CH2:7][CH:4]([CH2:5][CH2:6]1)[C@@H:3]([NH:9][C:10](=[O:27])[O:11][CH:12]([C:20]1[CH:25]=[CH:24][CH:23]=[CH:22][C:21]=1[Cl:26])[C:13]1[CH:18]=[CH:17][C:16]([Cl:19])=[CH:15][CH:14]=1)[CH2:2]2.Cl[CH2:29][C:30]([C:32]1[S:33][CH:34]=[CH:35][CH:36]=1)=[O:31]. Given the product [Cl-:19].[Cl:26][C:21]1[CH:22]=[CH:23][CH:24]=[CH:25][C:20]=1[CH:12]([C:13]1[CH:14]=[CH:15][C:16]([Cl:19])=[CH:17][CH:18]=1)[O:11][C:10]([NH:9][C@@H:3]1[CH:4]2[CH2:7][CH2:8][N+:1]([CH2:29][C:30](=[O:31])[C:32]3[S:33][CH:34]=[CH:35][CH:36]=3)([CH2:6][CH2:5]2)[CH2:2]1)=[O:27], predict the reactants needed to synthesize it. (3) The reactants are: [CH2:1]([C:3]1[CH:8]=[CH:7][C:6]([CH2:9][C:10]2[CH:15]=[CH:14][CH:13]=[CH:12][C:11]=2[O:16]C)=[CH:5][CH:4]=1)[CH3:2].B(Br)(Br)Br.O. Given the product [CH2:1]([C:3]1[CH:8]=[CH:7][C:6]([CH2:9][C:10]2[CH:15]=[CH:14][CH:13]=[CH:12][C:11]=2[OH:16])=[CH:5][CH:4]=1)[CH3:2], predict the reactants needed to synthesize it. (4) Given the product [Br:1][C:2]1[C:3]([Cl:11])=[N:4][CH:5]=[C:6]([CH:10]=1)[C:7]([NH:43][C@@H:44]([CH2:49][OH:50])[CH2:45][CH:46]([CH3:48])[CH3:47])=[O:9], predict the reactants needed to synthesize it. The reactants are: [Br:1][C:2]1[C:3]([Cl:11])=[N:4][CH:5]=[C:6]([CH:10]=1)[C:7]([OH:9])=O.CN(C(ON1N=NC2C=CC=CC1=2)=[N+](C)C)C.[B-](F)(F)(F)F.C(N(CC)C(C)C)(C)C.[NH2:43][C@@H:44]([CH2:49][OH:50])[CH2:45][CH:46]([CH3:48])[CH3:47]. (5) Given the product [CH2:15]([N:22]1[CH2:26][CH2:25][C@@H:24]([NH:27][C:28]2[N:29]=[CH:30][C:31](/[CH:32]=[CH:9]/[C:10]([O:12][CH2:13][CH3:14])=[O:11])=[CH:34][C:35]=2[F:36])[CH2:23]1)[C:16]1[CH:21]=[CH:20][CH:19]=[CH:18][CH:17]=1, predict the reactants needed to synthesize it. The reactants are: [H-].[Na+].COP([CH2:9][C:10]([O:12][CH2:13][CH3:14])=[O:11])(OC)=O.[CH2:15]([N:22]1[CH2:26][CH2:25][C@@H:24]([NH:27][C:28]2[C:35]([F:36])=[CH:34][C:31]([CH:32]=O)=[CH:30][N:29]=2)[CH2:23]1)[C:16]1[CH:21]=[CH:20][CH:19]=[CH:18][CH:17]=1.[Na+].[Cl-]. (6) The reactants are: [CH2:1]([O:8][C:9](=[O:42])[CH2:10][C@@H:11]([N:25]1[CH:29]=[CH:28][C:27]([C:30]2[CH:35]=[CH:34][C:33]([C:36]3[CH:41]=[CH:40][CH:39]=[CH:38][CH:37]=3)=[CH:32][CH:31]=2)=[CH:26]1)[C:12]([NH:14][C@@H:15]([CH2:18][C:19]1[CH:24]=[CH:23][CH:22]=[CH:21][CH:20]=1)[CH2:16][OH:17])=[O:13])[C:2]1[CH:7]=[CH:6][CH:5]=[CH:4][CH:3]=1.[CH2:43](OC(=O)C[C@@H](NC(OC(C)(C)C)=O)C(N[C@@H](CC1C=CC=CC=1)COC)=O)C1C=CC=CC=1.C1(C2C=CC=CC=2)C=CC(C2CC(OC)OC2OC)=CC=1. Given the product [CH2:1]([O:8][C:9](=[O:42])[CH2:10][C@@H:11]([N:25]1[CH:29]=[CH:28][C:27]([C:30]2[CH:35]=[CH:34][C:33]([C:36]3[CH:37]=[CH:38][CH:39]=[CH:40][CH:41]=3)=[CH:32][CH:31]=2)=[CH:26]1)[C:12]([NH:14][C@@H:15]([CH2:18][C:19]1[CH:24]=[CH:23][CH:22]=[CH:21][CH:20]=1)[CH2:16][O:17][CH3:43])=[O:13])[C:2]1[CH:7]=[CH:6][CH:5]=[CH:4][CH:3]=1, predict the reactants needed to synthesize it. (7) The reactants are: [NH2:1][C:2]1[CH:3]=[N:4][CH:5]=[CH:6][C:7]=1[N:8]1[CH2:13][CH2:12][C@@H:11]([O:14][Si:15]([C:18]([CH3:21])([CH3:20])[CH3:19])([CH3:17])[CH3:16])[C@H:10]([NH:22][C:23](=[O:29])[O:24][C:25]([CH3:28])([CH3:27])[CH3:26])[CH2:9]1.[NH2:30][C:31]1[C:32]([C:38](O)=[O:39])=[N:33][C:34]([Br:37])=[CH:35][CH:36]=1. Given the product [NH2:30][C:31]1[C:32]([C:38]([NH:1][C:2]2[CH:3]=[N:4][CH:5]=[CH:6][C:7]=2[N:8]2[CH2:13][CH2:12][C@@H:11]([O:14][Si:15]([C:18]([CH3:21])([CH3:20])[CH3:19])([CH3:17])[CH3:16])[C@H:10]([NH:22][C:23](=[O:29])[O:24][C:25]([CH3:28])([CH3:27])[CH3:26])[CH2:9]2)=[O:39])=[N:33][C:34]([Br:37])=[CH:35][CH:36]=1, predict the reactants needed to synthesize it.